From a dataset of Reaction yield outcomes from USPTO patents with 853,638 reactions. Predict the reaction yield, written as a fraction of the theoretical maximum amount of product (1.0 means a 100% yield; for example, 0.34 means a 34% yield). (1) The reactants are [OH:1][C@H:2]([C:9]1([C:13]2[CH:18]=[CH:17][C:16]([O:19][C:20]([F:23])([F:22])[F:21])=[CH:15][CH:14]=2)[CH2:12][CH2:11][CH2:10]1)[C@H:3]1[CH2:7][CH2:6][CH2:5][C:4]1=O.C([O-])(=O)C.[Na+].Cl.NO.C([O-])(=O)C.[NH4+].C([BH3-])#[N:38].[Na+].[OH-].[Na+]. The catalyst is [Cl-].[Ti+3].[Cl-].[Cl-].CO. The product is [NH2:38][C@H:4]1[CH2:5][CH2:6][CH2:7][C@@H:3]1[C@@H:2]([C:9]1([C:13]2[CH:18]=[CH:17][C:16]([O:19][C:20]([F:23])([F:22])[F:21])=[CH:15][CH:14]=2)[CH2:12][CH2:11][CH2:10]1)[OH:1]. The yield is 0.340. (2) The reactants are CS(O[CH2:6][CH2:7][CH2:8][O:9][C:10]1[CH:19]=[CH:18][C:17]2[C:12](=[CH:13][CH:14]=[CH:15][CH:16]=2)[CH:11]=1)(=O)=O.[F-:20].[Cs+].C(O)(C)(C)C.C(OCC)C. The catalyst is CCCCCC.C(OCC)(=O)C. The product is [F:20][CH2:6][CH2:7][CH2:8][O:9][C:10]1[CH:19]=[CH:18][C:17]2[C:12](=[CH:13][CH:14]=[CH:15][CH:16]=2)[CH:11]=1. The yield is 0.920.